This data is from Reaction yield outcomes from USPTO patents with 853,638 reactions. The task is: Predict the reaction yield, written as a fraction of the theoretical maximum amount of product (1.0 means a 100% yield; for example, 0.34 means a 34% yield). (1) The reactants are FC1C=C(N2C3CC(C)(C)CC(=[O:21])C=3C(CC)=N2)C=C(F)C=1C#N.N1C=CN=C1CSCCN.CCN(C(C)C)C(C)C.[CH2:44]([C:46]1[C:54]2[C:53](=[O:55])[CH2:52][C:51]([CH3:57])([CH3:56])[CH2:50][C:49]=2[N:48]([C:58]2[CH:65]=[C:64]([NH:66][CH2:67][CH2:68][S:69][CH2:70][C:71]3[NH:72][CH:73]=[CH:74][N:75]=3)[C:61]([C:62]#[N:63])=[C:60]([F:76])[CH:59]=2)[N:47]=1)[CH3:45].[OH-].[Na+].OO. The catalyst is CS(C)=O.CCO. The product is [NH:75]1[CH:74]=[CH:73][N:72]=[C:71]1[CH2:70][S:69][CH2:68][CH2:67][NH:66][C:64]1[CH:65]=[C:58]([N:48]2[C:49]3[CH2:50][C:51]([CH3:57])([CH3:56])[CH2:52][C:53](=[O:55])[C:54]=3[C:46]([CH2:44][CH3:45])=[N:47]2)[CH:59]=[C:60]([F:76])[C:61]=1[C:62]([NH2:63])=[O:21]. The yield is 0.0600. (2) The reactants are [CH2:1]([O:8][C:9]1[C:14]([C:15]2[CH:20]=[CH:19][C:18]([C:21]([F:24])([F:23])[F:22])=[CH:17][CH:16]=2)=[CH:13][C:12]([C@@H:25]2[CH2:27][C@H:26]2[NH:28][CH2:29][CH2:30]Cl)=[CH:11][CH:10]=1)[C:2]1[CH:7]=[CH:6][CH:5]=[CH:4][CH:3]=1.[NH:32]1[CH2:36][CH2:35][C@@H:34]([NH:37][C:38](=[O:44])[O:39][C:40]([CH3:43])([CH3:42])[CH3:41])[CH2:33]1. The catalyst is CN(C=O)C. The product is [CH2:1]([O:8][C:9]1[C:14]([C:15]2[CH:20]=[CH:19][C:18]([C:21]([F:24])([F:23])[F:22])=[CH:17][CH:16]=2)=[CH:13][C:12]([C@@H:25]2[CH2:27][C@H:26]2[NH:28][CH2:29][CH2:30][N:32]2[CH2:36][CH2:35][C@@H:34]([NH:37][C:38](=[O:44])[O:39][C:40]([CH3:42])([CH3:41])[CH3:43])[CH2:33]2)=[CH:11][CH:10]=1)[C:2]1[CH:7]=[CH:6][CH:5]=[CH:4][CH:3]=1. The yield is 0.606. (3) The reactants are [OH-].[Na+].C([O:5][C:6](=[O:23])[CH:7]([C:13]1[CH:14]=[C:15]2[C:20](=[CH:21][CH:22]=1)[N:19]=[CH:18][N:17]=[CH:16]2)C(OCC)=O)C. The catalyst is CO. The product is [N:19]1[C:20]2[C:15](=[CH:14][C:13]([CH2:7][C:6]([OH:23])=[O:5])=[CH:22][CH:21]=2)[CH:16]=[N:17][CH:18]=1. The yield is 0.850. (4) The reactants are [CH3:1][O:2][C:3]1[CH:4]=[C:5]2[C:10](=[CH:11][CH:12]=1)[CH:9]=[C:8]([C:13]1[N:14]=[C:15]([C:24]([CH3:28])([CH3:27])[CH2:25][NH2:26])[NH:16][C:17]=1[C:18]1[CH:23]=[CH:22][N:21]=[CH:20][CH:19]=1)[CH:7]=[CH:6]2.[C:29]([N:33]=[C:34]=[O:35])([CH3:32])([CH3:31])[CH3:30]. No catalyst specified. The product is [C:29]([NH:33][C:34]([NH:26][CH2:25][C:24]([C:15]1[NH:16][C:17]([C:18]2[CH:23]=[CH:22][N:21]=[CH:20][CH:19]=2)=[C:13]([C:8]2[CH:7]=[CH:6][C:5]3[C:10](=[CH:11][CH:12]=[C:3]([O:2][CH3:1])[CH:4]=3)[CH:9]=2)[N:14]=1)([CH3:28])[CH3:27])=[O:35])([CH3:32])([CH3:31])[CH3:30]. The yield is 0.390.